This data is from Forward reaction prediction with 1.9M reactions from USPTO patents (1976-2016). The task is: Predict the product of the given reaction. (1) Given the reactants C([O:8][C:9]1[CH:14]=[CH:13][C:12]([CH2:15][CH2:16][C:17]2([CH2:23][OH:24])[CH2:21][O:20][C:19]([CH3:22])=[N:18]2)=[CH:11][CH:10]=1)C1C=CC=CC=1, predict the reaction product. The product is: [OH:24][CH2:23][C:17]1([CH2:16][CH2:15][C:12]2[CH:11]=[CH:10][C:9]([OH:8])=[CH:14][CH:13]=2)[CH2:21][O:20][C:19]([CH3:22])=[N:18]1. (2) Given the reactants [CH3:1][CH:2]([CH2:4][CH2:5][CH2:6][C@H:7]([C@@H:9]1[C@:27]2([CH3:28])[C@H:12]([C@H:13]3[C@H:24]([CH2:25][CH2:26]2)[C@:22]2([CH3:23])[C:16]([CH2:17][C@H:18]([CH2:20][CH2:21]2)[OH:19])=[CH:15][CH2:14]3)[CH2:11][CH2:10]1)[CH3:8])[CH3:3].C(N(C(C)C)[P:33](Cl)[O:34]CC)(C)C.[CH:41](N(CC)C(C)C)(C)C.[CH:50]1[C:55]([F:56])=[CH:54][C:53]([F:57])=[C:52]([C:58]([OH:71])([CH2:65][N:66]2[N:70]=[CH:69][N:68]=[CH:67]2)[CH2:59][N:60]2[N:64]=[CH:63][N:62]=[CH:61]2)[CH:51]=1.N1C=NN=N1.OO.[O:79]1CC[CH2:81][CH2:80]1, predict the reaction product. The product is: [P:33]([O:19][C@H:18]1[CH2:17][C:16]2[C@@:22]([CH3:23])([C@@H:24]3[C@@H:13]([CH2:14][CH:15]=2)[C@H:12]2[C@@:27]([CH3:28])([C@@:9]([CH3:41])([C@@H:7]([CH2:6][CH2:5][CH2:4][CH:2]([CH3:1])[CH3:3])[CH3:8])[CH2:10][CH2:11]2)[CH2:26][CH2:25]3)[CH2:21][CH2:20]1)([O:79][CH2:80][CH3:81])([O:71][C:58]([C:52]1[CH:51]=[CH:50][C:55]([F:56])=[CH:54][C:53]=1[F:57])([CH2:59][N:60]1[CH:61]=[N:62][CH:63]=[N:64]1)[CH2:65][N:66]1[CH:67]=[N:68][CH:69]=[N:70]1)=[O:34].